From a dataset of Forward reaction prediction with 1.9M reactions from USPTO patents (1976-2016). Predict the product of the given reaction. (1) Given the reactants [CH:1]1([C:4]([N:6]2[CH2:10][CH2:9][C@@H:8]([CH2:11][N:12]3[C:16](=[O:17])[C:15]4([CH2:22][CH2:21][NH:20][CH2:19][CH2:18]4)[N:14]=[C:13]3[C:23]3[CH:28]=[CH:27][C:26]([C:29]4[CH:30]=[C:31]5[C:35](=[CH:36][CH:37]=4)[N:34]([CH3:38])[N:33]=[CH:32]5)=[CH:25][CH:24]=3)[CH2:7]2)=[O:5])[CH2:3][CH2:2]1.Br[CH2:40][CH2:41][OH:42].C(=O)([O-])[O-].[K+].[K+], predict the reaction product. The product is: [CH:1]1([C:4]([N:6]2[CH2:10][CH2:9][C@@H:8]([CH2:11][N:12]3[C:16](=[O:17])[C:15]4([CH2:18][CH2:19][N:20]([CH2:40][CH2:41][OH:42])[CH2:21][CH2:22]4)[N:14]=[C:13]3[C:23]3[CH:28]=[CH:27][C:26]([C:29]4[CH:30]=[C:31]5[C:35](=[CH:36][CH:37]=4)[N:34]([CH3:38])[N:33]=[CH:32]5)=[CH:25][CH:24]=3)[CH2:7]2)=[O:5])[CH2:3][CH2:2]1. (2) Given the reactants [C:1]([C:5]1[NH:6][C:7]([C:23]2[CH:28]=[CH:27][CH:26]=[CH:25][N:24]=2)=[C:8]([C:10]2[CH:15]=[CH:14][N:13]=[C:12]([C:16]3[CH:21]=[CH:20][C:19]([OH:22])=[CH:18][CH:17]=3)[CH:11]=2)[N:9]=1)([CH3:4])([CH3:3])[CH3:2].[CH3:29][C:30]([CH3:32])=O.C([O-])([O-])=O.[K+].[K+], predict the reaction product. The product is: [C:1]([C:5]1[NH:6][C:7]([C:23]2[CH:28]=[CH:27][CH:26]=[CH:25][N:24]=2)=[C:8]([C:10]2[CH:15]=[CH:14][N:13]=[C:12]([C:16]3[CH:21]=[CH:20][C:19]([O:22][CH2:29][C:30]4[N:9]=[CH:5][N:6]([CH3:7])[CH:32]=4)=[CH:18][CH:17]=3)[CH:11]=2)[N:9]=1)([CH3:4])([CH3:2])[CH3:3].